This data is from Reaction yield outcomes from USPTO patents with 853,638 reactions. The task is: Predict the reaction yield, written as a fraction of the theoretical maximum amount of product (1.0 means a 100% yield; for example, 0.34 means a 34% yield). (1) The yield is 0.710. The reactants are [NH:1]1[C:9]2[C:4](=[CH:5][C:6]([O:10][C:11]3[N:16]=[CH:15][N:14]=[C:13]([CH2:17][NH:18][CH3:19])[CH:12]=3)=[CH:7][CH:8]=2)[CH:3]=[CH:2]1.[C:28](O[C:28]([O:30][C:31]([CH3:34])([CH3:33])[CH3:32])=[O:29])([O:30][C:31]([CH3:34])([CH3:33])[CH3:32])=[O:29]. The product is [NH:1]1[C:9]2[C:4](=[CH:5][C:6]([O:10][C:11]3[N:16]=[CH:15][N:14]=[C:13]([CH2:17][N:18]([CH3:19])[C:28](=[O:29])[O:30][C:31]([CH3:32])([CH3:33])[CH3:34])[CH:12]=3)=[CH:7][CH:8]=2)[CH:3]=[CH:2]1. The catalyst is ClCCl. (2) The reactants are I[C:2]1[CH:3]=[C:4]2[C:8](=[CH:9][CH:10]=1)[N:7]([CH:11]1[CH2:16][CH2:15][N:14]([C:17]([O:19][C:20]([CH3:23])([CH3:22])[CH3:21])=[O:18])[CH2:13][CH2:12]1)[CH2:6][CH2:5]2.[C:24]([C:26]1[CH:31]=[CH:30][CH:29]=[CH:28][C:27]=1[S:32](F)(=[O:34])=[O:33])#[N:25].C([Li])(C)(C)C. The product is [C:24]([C:26]1[CH:31]=[CH:30][CH:29]=[CH:28][C:27]=1[S:32]([C:2]1[CH:3]=[C:4]2[C:8](=[CH:9][CH:10]=1)[N:7]([CH:11]1[CH2:16][CH2:15][N:14]([C:17]([O:19][C:20]([CH3:23])([CH3:22])[CH3:21])=[O:18])[CH2:13][CH2:12]1)[CH2:6][CH2:5]2)(=[O:34])=[O:33])#[N:25]. No catalyst specified. The yield is 0.140.